From a dataset of Forward reaction prediction with 1.9M reactions from USPTO patents (1976-2016). Predict the product of the given reaction. (1) Given the reactants [Cl:1][C:2]1[CH:7]=[CH:6][C:5](I)=[CH:4][CH:3]=1.C(N(CC)CC)C.[CH2:16]([CH:19]1[CH2:24][CH2:23][N:22]([C:25]([O:27][C:28]([CH3:31])([CH3:30])[CH3:29])=[O:26])[CH2:21][CH2:20]1)[C:17]#[CH:18].O, predict the reaction product. The product is: [Cl:1][C:2]1[CH:7]=[CH:6][C:5]([C:18]#[C:17][CH2:16][CH:19]2[CH2:24][CH2:23][N:22]([C:25]([O:27][C:28]([CH3:31])([CH3:30])[CH3:29])=[O:26])[CH2:21][CH2:20]2)=[CH:4][CH:3]=1. (2) Given the reactants [NH2:1][C:2]1[CH:3]=[C:4]([C:8]2[N:13]3[N:14]=[CH:15][C:16]([C:17]([C:19]4[S:20][CH:21]=[CH:22][CH:23]=4)=[O:18])=[C:12]3[N:11]=[CH:10][CH:9]=2)[CH:5]=[CH:6][CH:7]=1.[CH:24](=O)[CH:25]([CH3:27])[CH3:26], predict the reaction product. The product is: [CH2:24]([NH:1][C:2]1[CH:3]=[C:4]([C:8]2[N:13]3[N:14]=[CH:15][C:16]([C:17]([C:19]4[S:20][CH:21]=[CH:22][CH:23]=4)=[O:18])=[C:12]3[N:11]=[CH:10][CH:9]=2)[CH:5]=[CH:6][CH:7]=1)[CH:25]([CH3:27])[CH3:26]. (3) Given the reactants [N:1]1([CH2:6][C:7]2[CH:13]=[CH:12][C:10]([NH2:11])=[CH:9][CH:8]=2)[CH:5]=[CH:4][CH:3]=[N:2]1.C(N(CC)CC)C.Cl[C:22]([O:24][C:25]1[CH:30]=[CH:29][CH:28]=[CH:27][CH:26]=1)=[O:23].C(OCC)(=O)C, predict the reaction product. The product is: [C:25]1([O:24][C:22](=[O:23])[NH:11][C:10]2[CH:12]=[CH:13][C:7]([CH2:6][N:1]3[CH:5]=[CH:4][CH:3]=[N:2]3)=[CH:8][CH:9]=2)[CH:30]=[CH:29][CH:28]=[CH:27][CH:26]=1.